From a dataset of Full USPTO retrosynthesis dataset with 1.9M reactions from patents (1976-2016). Predict the reactants needed to synthesize the given product. (1) The reactants are: [CH3:1][O:2][C:3]1[CH:8]=[CH:7][CH:6]=[CH:5][C:4]=1O.[C:10]1([CH3:33])[CH:15]=[CH:14][C:13]([S:16]([O:19][CH2:20][CH2:21][O:22]S(C2C=CC(C)=CC=2)(=O)=O)(=[O:18])=[O:17])=[CH:12][CH:11]=1. Given the product [C:10]1([CH3:33])[CH:11]=[CH:12][C:13]([S:16]([O:19][CH2:20][CH2:21][O:22][C:5]2[CH:6]=[CH:7][CH:8]=[C:3]([O:2][CH3:1])[CH:4]=2)(=[O:17])=[O:18])=[CH:14][CH:15]=1, predict the reactants needed to synthesize it. (2) Given the product [CH2:13]([C:2]1[C:11]([Cl:12])=[N:10][C:9]2[C:4](=[CH:5][CH:6]=[CH:7][CH:8]=2)[N:3]=1)[C:14]1[CH:19]=[CH:18][CH:17]=[CH:16][CH:15]=1, predict the reactants needed to synthesize it. The reactants are: Cl[C:2]1[C:11]([Cl:12])=[N:10][C:9]2[C:4](=[CH:5][CH:6]=[CH:7][CH:8]=2)[N:3]=1.[CH2:13]([Mg]Cl)[C:14]1[CH:19]=[CH:18][CH:17]=[CH:16][CH:15]=1. (3) The reactants are: [CH3:1][C:2]1([CH3:11])[CH2:7][C:6](=[O:8])[CH2:5][CH:4]([CH3:9])[C:3]1=[O:10].[C:12]1(C)C=C[CH:15]=[CH:14][CH:13]=1.C(OC)(OC)[O:20]C.O. Given the product [CH3:12][CH:13]1[CH:14]([CH3:15])[O:20][C:6]2([CH2:7][C:2]([CH3:1])([CH3:11])[C:3](=[O:10])[C:4]([CH3:9])=[CH:5]2)[O:8]1, predict the reactants needed to synthesize it. (4) Given the product [C:28]([O:27][C:26]([N:25]([CH:22]([CH3:24])[CH3:23])[C:33]1[S:34][C:35]([C:2]2[CH:3]=[C:4]([C:16]3[CH:21]=[CH:20][CH:19]=[CH:18][CH:17]=3)[C:5]3[N:6]([CH:8]=[C:9]([C:11]([O:13][CH2:14][CH3:15])=[O:12])[N:10]=3)[CH:7]=2)=[CH:36][N:37]=1)=[O:32])([CH3:31])([CH3:30])[CH3:29], predict the reactants needed to synthesize it. The reactants are: Br[C:2]1[CH:3]=[C:4]([C:16]2[CH:21]=[CH:20][CH:19]=[CH:18][CH:17]=2)[C:5]2[N:6]([CH:8]=[C:9]([C:11]([O:13][CH2:14][CH3:15])=[O:12])[N:10]=2)[CH:7]=1.[CH:22]([N:25]([C:33]1[S:34][C:35](B2OC(C)(C)C(C)(C)O2)=[CH:36][N:37]=1)[C:26](=[O:32])[O:27][C:28]([CH3:31])([CH3:30])[CH3:29])([CH3:24])[CH3:23].[O-]P([O-])([O-])=O.[K+].[K+].[K+].C(OCC)(=O)C. (5) Given the product [CH3:1][C:2]1[O:3][C:4]([C:7]2[CH:12]=[CH:11][C:10]([NH2:13])=[CH:9][CH:8]=2)=[N:5][N:6]=1, predict the reactants needed to synthesize it. The reactants are: [CH3:1][C:2]1[O:3][C:4]([C:7]2[CH:12]=[CH:11][C:10]([N+:13]([O-])=O)=[CH:9][CH:8]=2)=[N:5][N:6]=1.